From a dataset of Reaction yield outcomes from USPTO patents with 853,638 reactions. Predict the reaction yield, written as a fraction of the theoretical maximum amount of product (1.0 means a 100% yield; for example, 0.34 means a 34% yield). (1) The reactants are [N+:1]([C:4]1[CH:9]=[CH:8][C:7]([NH:10][CH:11]2[CH2:16][CH2:15][CH:14]([OH:17])[CH2:13][CH2:12]2)=[CH:6][C:5]=1[C:18]([F:21])([F:20])[F:19])([O-:3])=[O:2].[H-].[Na+].Cl[CH2:25][C:26]([N:28]1[CH2:33][CH2:32][N:31]([CH2:34][CH:35]2[CH2:39][C:38]3[CH:40]=[C:41]([Cl:44])[CH:42]=[CH:43][C:37]=3[O:36]2)[CH2:30][CH2:29]1)=[O:27]. The catalyst is O1CCCC1.CN(C)C=O. The product is [Cl:44][C:41]1[CH:42]=[CH:43][C:37]2[O:36][CH:35]([CH2:34][N:31]3[CH2:30][CH2:29][N:28]([C:26](=[O:27])[CH2:25][O:17][CH:14]4[CH2:15][CH2:16][CH:11]([NH:10][C:7]5[CH:8]=[CH:9][C:4]([N+:1]([O-:3])=[O:2])=[C:5]([C:18]([F:19])([F:20])[F:21])[CH:6]=5)[CH2:12][CH2:13]4)[CH2:33][CH2:32]3)[CH2:39][C:38]=2[CH:40]=1. The yield is 0.380. (2) The catalyst is C1C=CC(/C=C/C(/C=C/C2C=CC=CC=2)=O)=CC=1.C1C=CC(/C=C/C(/C=C/C2C=CC=CC=2)=O)=CC=1.C1C=CC(/C=C/C(/C=C/C2C=CC=CC=2)=O)=CC=1.[Pd].[Pd]. The product is [CH:33]1([C:39]([NH:41][C:2]2[CH:7]=[CH:6][C:5]([C@@H:8]([N:10]([C:18]3[N:23]=[C:22]([N:24]4[C@@H:28]([CH:29]([CH3:31])[CH3:30])[CH2:27][O:26][C:25]4=[O:32])[CH:21]=[CH:20][N:19]=3)[C:11](=[O:17])[O:12][C:13]([CH3:16])([CH3:15])[CH3:14])[CH3:9])=[CH:4][CH:3]=2)=[O:40])[CH2:38][CH2:37][CH2:36][CH2:35][CH2:34]1. The reactants are Br[C:2]1[CH:7]=[CH:6][C:5]([C@@H:8]([N:10]([C:18]2[N:23]=[C:22]([N:24]3[C@@H:28]([CH:29]([CH3:31])[CH3:30])[CH2:27][O:26][C:25]3=[O:32])[CH:21]=[CH:20][N:19]=2)[C:11](=[O:17])[O:12][C:13]([CH3:16])([CH3:15])[CH3:14])[CH3:9])=[CH:4][CH:3]=1.[CH:33]1([C:39]([NH2:41])=[O:40])[CH2:38][CH2:37][CH2:36][CH2:35][CH2:34]1.C(=O)([O-])[O-].[Cs+].[Cs+].CC1(C)C2C(=C(P(C3C=CC=CC=3)C3C=CC=CC=3)C=CC=2)OC2C(P(C3C=CC=CC=3)C3C=CC=CC=3)=CC=CC1=2. The yield is 0.589. (3) The reactants are [CH3:1][O:2][C:3](=[O:35])[C@@H:4]([NH:14][C:15]([C:17]1[C:18]([CH3:34])=[N:19][C:20]([NH:23][CH2:24][CH2:25][CH2:26][C:27]2[CH:32]=[CH:31][CH:30]=[C:29]([OH:33])[CH:28]=2)=[N:21][CH:22]=1)=[O:16])[CH2:5][NH:6][C:7](OC(C)(C)C)=[O:8].[C:36](O)([C:38](F)(F)F)=O.C(N(CC)CC)C.[S:50]1[CH:54]=CC=[C:51]1C(O)=O.CN(C(ON1N=NC2C=CC=CC1=2)=[N+](C)C)C.F[P-](F)(F)(F)(F)F.C1C=CC2N(O)N=NC=2C=1. The catalyst is C(Cl)Cl. The product is [CH3:1][O:2][C:3](=[O:35])[C@@H:4]([NH:14][C:15]([C:17]1[C:18]([CH3:34])=[N:19][C:20]([NH:23][CH2:24][CH2:25][CH2:26][C:27]2[CH:32]=[CH:31][CH:30]=[C:29]([OH:33])[CH:28]=2)=[N:21][CH:22]=1)=[O:16])[CH2:5][NH:6][C:7]([C:51]1[S:50][CH:54]=[CH:36][CH:38]=1)=[O:8]. The yield is 0.650. (4) The reactants are [CH2:1]([O:3][C:4]1[CH:5]=[C:6]([CH:10]=[CH:11][C:12]=1[O:13][CH2:14][CH3:15])[C:7]([OH:9])=O)[CH3:2].O[NH:17][C:18]([C:20]1[CH:21]=[C:22]2[C:26](=[CH:27][CH:28]=1)[CH2:25][N:24]([C:29]([O:31][C:32]([CH3:35])([CH3:34])[CH3:33])=[O:30])[CH2:23]2)=[NH:19].C(Cl)CCl. The catalyst is CN(C=O)C.CCOC(C)=O. The product is [CH2:1]([O:3][C:4]1[CH:5]=[C:6]([C:7]2[O:9][N:17]=[C:18]([C:20]3[CH:21]=[C:22]4[C:26](=[CH:27][CH:28]=3)[CH2:25][N:24]([C:29]([O:31][C:32]([CH3:35])([CH3:34])[CH3:33])=[O:30])[CH2:23]4)[N:19]=2)[CH:10]=[CH:11][C:12]=1[O:13][CH2:14][CH3:15])[CH3:2]. The yield is 0.200. (5) The reactants are Br[C:2]1[C:10]2[O:9][CH2:8][CH2:7][C:6]=2[CH:5]=[C:4]([CH:11]=[O:12])[CH:3]=1.[Cu][C:14]#[N:15]. The catalyst is CC(N(C)C)=O. The product is [CH:11]([C:4]1[CH:3]=[C:2]([C:14]#[N:15])[C:10]2[O:9][CH2:8][CH2:7][C:6]=2[CH:5]=1)=[O:12]. The yield is 0.500. (6) The yield is 0.300. The catalyst is C(Cl)(Cl)Cl.O. The product is [CH:44]([N:47]([CH:51]([CH3:53])[CH3:52])[CH2:48][CH2:49][NH:50][C:36]([NH:20][C:19]1[CH:21]=[CH:22][C:16]([O:15][C:6]2[C:5]3[C:10](=[CH:11][C:12]([O:13][CH3:14])=[C:3]([O:2][CH3:1])[CH:4]=3)[N:9]=[CH:8][CH:7]=2)=[C:17]([CH3:24])[C:18]=1[CH3:23])=[O:42])([CH3:46])[CH3:45]. The reactants are [CH3:1][O:2][C:3]1[CH:4]=[C:5]2[C:10](=[CH:11][C:12]=1[O:13][CH3:14])[N:9]=[CH:8][CH:7]=[C:6]2[O:15][C:16]1[CH:22]=[CH:21][C:19]([NH2:20])=[C:18]([CH3:23])[C:17]=1[CH3:24].C(N(CC)CC)C.ClC(Cl)(O[C:36](=[O:42])OC(Cl)(Cl)Cl)Cl.[CH:44]([N:47]([CH:51]([CH3:53])[CH3:52])[CH2:48][CH2:49][NH2:50])([CH3:46])[CH3:45]. (7) The reactants are [Cl-].O[NH3+:3].[C:4](=[O:7])([O-])[OH:5].[Na+].CS(C)=O.[CH2:13]([C:17]1[N:22]2[N:23]=[CH:24][N:25]=[C:21]2[N:20]([CH:26]2[CH2:31][CH2:30][CH:29]([O:32][CH3:33])[CH2:28][CH2:27]2)[C:19](=[O:34])[C:18]=1[CH2:35][C:36]1[CH:41]=[CH:40][C:39]([C:42]2[C:43]([C:48]#[N:49])=[CH:44][CH:45]=[CH:46][CH:47]=2)=[CH:38][CH:37]=1)[CH2:14][CH2:15][CH3:16]. The catalyst is C(OCC)(=O)C. The product is [CH2:13]([C:17]1[N:22]2[N:23]=[CH:24][N:25]=[C:21]2[N:20]([CH:26]2[CH2:31][CH2:30][CH:29]([O:32][CH3:33])[CH2:28][CH2:27]2)[C:19](=[O:34])[C:18]=1[CH2:35][C:36]1[CH:41]=[CH:40][C:39]([C:42]2[CH:47]=[CH:46][CH:45]=[CH:44][C:43]=2[C:48]2[NH:3][C:4](=[O:7])[O:5][N:49]=2)=[CH:38][CH:37]=1)[CH2:14][CH2:15][CH3:16]. The yield is 0.390.